Dataset: Reaction yield outcomes from USPTO patents with 853,638 reactions. Task: Predict the reaction yield, written as a fraction of the theoretical maximum amount of product (1.0 means a 100% yield; for example, 0.34 means a 34% yield). (1) The reactants are [F:1][C:2]1[CH:7]=[CH:6][C:5]([C:8]2[C:12]3[C:13](=[O:17])[NH:14][CH2:15][CH2:16][C:11]=3[NH:10][C:9]=2[CH:18]=O)=[CH:4][CH:3]=1.[OH:20][CH2:21][C:22]([NH:24][C:25]1[CH:26]=[C:27]2[C:31](=[CH:32][CH:33]=1)[NH:30][C:29](=[O:34])[CH2:28]2)=[O:23]. No catalyst specified. The product is [F:1][C:2]1[CH:3]=[CH:4][C:5]([C:8]2[C:12]3[C:13](=[O:17])[NH:14][CH2:15][CH2:16][C:11]=3[NH:10][C:9]=2[CH:18]=[C:28]2[C:27]3[C:31](=[CH:32][CH:33]=[C:25]([NH:24][C:22](=[O:23])[CH2:21][OH:20])[CH:26]=3)[NH:30][C:29]2=[O:34])=[CH:6][CH:7]=1. The yield is 0.470. (2) The reactants are [CH:1]1([C:7]2[CH:8]=[N:9][N:10]([CH2:12][CH2:13][C@@:14]([CH3:29])([S:25]([CH3:28])(=[O:27])=[O:26])[C:15]([NH:17][O:18]C3CCCCO3)=[O:16])[CH:11]=2)[CH2:6][CH2:5][CH2:4][CH2:3][CH2:2]1.CC1C=CC(S([O-])(=O)=O)=CC=1.C1C=C[NH+]=CC=1. The catalyst is CCO. The product is [CH:1]1([C:7]2[CH:8]=[N:9][N:10]([CH2:12][CH2:13][C@@:14]([CH3:29])([S:25]([CH3:28])(=[O:26])=[O:27])[C:15]([NH:17][OH:18])=[O:16])[CH:11]=2)[CH2:6][CH2:5][CH2:4][CH2:3][CH2:2]1. The yield is 0.650. (3) The reactants are [OH:1][N:2]1[C:6](=[O:7])[CH2:5][CH2:4][C:3]1=[O:8].[CH2:9]([O:12][CH2:13][CH2:14][C:15]([NH:17][CH2:18][CH2:19][CH2:20][O:21][C:22]1[CH:53]=[CH:52][C:25]([C:26]([C:28]2[CH:33]=[CH:32][C:31]([NH:34][CH2:35][CH2:36][O:37][CH2:38][CH2:39][O:40][CH2:41][CH2:42][O:43][CH2:44][CH2:45][O:46][CH2:47][CH2:48][C:49](O)=[O:50])=[CH:30][CH:29]=2)=[O:27])=[CH:24][CH:23]=1)=[O:16])[C:10]#[CH:11].C(Cl)CCl. The catalyst is C(Cl)Cl. The product is [CH2:9]([O:12][CH2:13][CH2:14][C:15]([NH:17][CH2:18][CH2:19][CH2:20][O:21][C:22]1[CH:53]=[CH:52][C:25]([C:26]([C:28]2[CH:29]=[CH:30][C:31]([NH:34][CH2:35][CH2:36][O:37][CH2:38][CH2:39][O:40][CH2:41][CH2:42][O:43][CH2:44][CH2:45][O:46][CH2:47][CH2:48][C:49]([O:1][N:2]3[C:6](=[O:7])[CH2:5][CH2:4][C:3]3=[O:8])=[O:50])=[CH:32][CH:33]=2)=[O:27])=[CH:24][CH:23]=1)=[O:16])[C:10]#[CH:11]. The yield is 0.800.